From a dataset of Full USPTO retrosynthesis dataset with 1.9M reactions from patents (1976-2016). Predict the reactants needed to synthesize the given product. (1) Given the product [Cl:1][C:2]1[CH:41]=[CH:40][C:5]2[N:6]([CH3:39])[C:7](=[O:38])[CH:8]([CH2:27][C:28]3[CH:33]=[CH:32][C:31]([C:34]([F:37])([F:36])[F:35])=[CH:30][CH:29]=3)[N:9]=[C:10]([C:11]3[CH:12]=[CH:13][C:14]([OH:17])=[CH:15][CH:16]=3)[C:4]=2[CH:3]=1, predict the reactants needed to synthesize it. The reactants are: [Cl:1][C:2]1[CH:41]=[CH:40][C:5]2[N:6]([CH3:39])[C:7](=[O:38])[CH:8]([CH2:27][C:28]3[CH:33]=[CH:32][C:31]([C:34]([F:37])([F:36])[F:35])=[CH:30][CH:29]=3)[N:9]=[C:10]([C:11]3[CH:16]=[CH:15][C:14]([O:17]CC4C=CC(OC)=CC=4)=[CH:13][CH:12]=3)[C:4]=2[CH:3]=1. (2) Given the product [CH:10]1[C:11]2[CH:12]([CH2:14][O:15][C:16]([NH:18][C:19]([CH3:20])([C:21]([NH:23][C@H:24]([C:28]([N:30]([C@@H:32]([C@@H:52]([CH3:55])[CH2:53][CH3:54])[C@H:33]([O:50][CH3:51])[CH2:34][C:35]([N:37]3[CH2:41][CH2:40][CH2:39][C@H:38]3[C@@H:42]([C@@H:43]([CH3:44])[C:45](=[O:46])[NH:77][C@@H:76]([CH2:78][C:79]3[CH:80]=[CH:81][CH:82]=[CH:83][CH:84]=3)[C:75](=[O:85])[NH:74][CH2:73][CH2:72][NH:71][C:69](=[O:70])[CH2:68][CH2:67][CH2:66][CH2:65][CH2:64][C@H:59]3[C@@H:58]([CH3:57])[NH:62][C:61](=[O:63])[NH:60]3)[O:48][CH3:49])=[O:36])[CH3:31])=[O:29])[CH:25]([CH3:27])[CH3:26])=[O:22])[CH3:56])=[O:17])[C:13]3[C:5](=[CH:4][CH:3]=[CH:2][CH:1]=3)[C:6]=2[CH:7]=[CH:8][CH:9]=1, predict the reactants needed to synthesize it. The reactants are: [CH:1]1[C:13]2[CH:12]([CH2:14][O:15][C:16]([NH:18][C:19]([CH3:56])([C:21]([NH:23][C@H:24]([C:28]([N:30]([C@@H:32]([C@@H:52]([CH3:55])[CH2:53][CH3:54])[C@H:33]([O:50][CH3:51])[CH2:34][C:35]([N:37]3[CH2:41][CH2:40][CH2:39][C@H:38]3[C@H:42]([O:48][CH3:49])[C@H:43]([C:45](O)=[O:46])[CH3:44])=[O:36])[CH3:31])=[O:29])[CH:25]([CH3:27])[CH3:26])=[O:22])[CH3:20])=[O:17])[C:11]3[C:6](=[CH:7][CH:8]=[CH:9][CH:10]=3)[C:5]=2[CH:4]=[CH:3][CH:2]=1.[CH3:57][C@H:58]1[NH:62][C:61](=[O:63])[NH:60][C@H:59]1[CH2:64][CH2:65][CH2:66][CH2:67][CH2:68][C:69]([NH:71][CH2:72][CH2:73][NH:74][C:75](=[O:85])[C@H:76]([CH2:78][C:79]1[CH:84]=[CH:83][CH:82]=[CH:81][CH:80]=1)[NH2:77])=[O:70].CN(C(ON1N=NC2C=CC=NC1=2)=[N+](C)C)C.F[P-](F)(F)(F)(F)F.CCN(C(C)C)C(C)C. (3) Given the product [OH:32][CH2:31][C:27]1([NH:26][CH:19]=[C:3]([C:2](=[O:1])[C:9]2[CH:14]=[C:13]([F:15])[C:12]([F:16])=[C:11]([F:17])[C:10]=2[F:18])[C:4]([O:6][CH2:7][CH3:8])=[O:5])[CH2:30][CH2:29][CH2:28]1, predict the reactants needed to synthesize it. The reactants are: [O:1]=[C:2]([C:9]1[CH:14]=[C:13]([F:15])[C:12]([F:16])=[C:11]([F:17])[C:10]=1[F:18])[CH2:3][C:4]([O:6][CH2:7][CH3:8])=[O:5].[CH3:19]C(OC(C)=O)=O.[NH2:26][C:27]1([CH2:31][OH:32])[CH2:30][CH2:29][CH2:28]1.C(N(CC)CC)C. (4) Given the product [CH3:1][O:2][C:3]([C:5]1[CH2:6][N:7]([C:21]([O:23][C:24]([CH3:27])([CH3:26])[CH3:25])=[O:22])[CH2:8][CH2:9][C:10]=1[C:11]1[CH:16]=[CH:15][C:14]([CH2:17][CH2:18][CH2:19][O:20][C:30]2[CH:31]=[CH:32][CH:33]=[CH:34][C:29]=2[Cl:28])=[CH:13][CH:12]=1)=[O:4], predict the reactants needed to synthesize it. The reactants are: [CH3:1][O:2][C:3]([C:5]1[CH2:6][N:7]([C:21]([O:23][C:24]([CH3:27])([CH3:26])[CH3:25])=[O:22])[CH2:8][CH2:9][C:10]=1[C:11]1[CH:16]=[CH:15][C:14]([CH2:17][CH2:18][CH2:19][OH:20])=[CH:13][CH:12]=1)=[O:4].[Cl:28][C:29]1[CH:34]=[CH:33][CH:32]=[CH:31][C:30]=1O.C(P(CCCC)CCCC)CCC.CCN(C(C)C)C(C)C. (5) Given the product [CH3:1][N:2]([CH3:17])[C:3]([N:5]1[CH2:11][CH2:10][C:9]2[CH:12]=[C:13]([NH:16][C:19]3[N:24]=[C:23]([NH:25][C:26]4[CH:35]=[CH:34][CH:33]=[CH:32][C:27]=4[C:28](=[O:29])[NH:30][CH3:31])[C:22]([Cl:36])=[CH:21][N:20]=3)[CH:14]=[CH:15][C:8]=2[CH2:7][CH2:6]1)=[O:4], predict the reactants needed to synthesize it. The reactants are: [CH3:1][N:2]([CH3:17])[C:3]([N:5]1[CH2:11][CH2:10][C:9]2[CH:12]=[C:13]([NH2:16])[CH:14]=[CH:15][C:8]=2[CH2:7][CH2:6]1)=[O:4].Cl[C:19]1[N:24]=[C:23]([NH:25][C:26]2[CH:35]=[CH:34][CH:33]=[CH:32][C:27]=2[C:28]([NH:30][CH3:31])=[O:29])[C:22]([Cl:36])=[CH:21][N:20]=1.Cl.O1CCOCC1.